From a dataset of Catalyst prediction with 721,799 reactions and 888 catalyst types from USPTO. Predict which catalyst facilitates the given reaction. (1) Reactant: [CH:1]1([C:6]2[C:7]([O:22][C:23]([O:25][CH3:26])=[O:24])=[CH:8][C:9]([N+:19]([O-])=O)=[C:10]([CH2:12][CH2:13][C:14]([O:16][CH2:17][CH3:18])=[O:15])[CH:11]=2)[CH2:5][CH2:4][CH2:3][CH2:2]1. Product: [NH2:19][C:9]1[CH:8]=[C:7]([O:22][C:23]([O:25][CH3:26])=[O:24])[C:6]([CH:1]2[CH2:5][CH2:4][CH2:3][CH2:2]2)=[CH:11][C:10]=1[CH2:12][CH2:13][C:14]([O:16][CH2:17][CH3:18])=[O:15]. The catalyst class is: 45. (2) Reactant: [C:1]([O:5][C:6]([NH:8][C:9]1[CH:17]=[CH:16][C:12]([C:13]([OH:15])=O)=[CH:11][CH:10]=1)=[O:7])([CH3:4])([CH3:3])[CH3:2].ON1C2C=CC=CC=2N=N1.Cl.C(N=C=NCCCN(C)C)C.CN1CCOCC1.Cl.[CH3:48][O:49][C:50](=[O:54])[CH2:51][CH2:52][NH2:53]. Product: [CH3:48][O:49][C:50](=[O:54])[CH2:51][CH2:52][NH:53][C:13](=[O:15])[C:12]1[CH:11]=[CH:10][C:9]([NH:8][C:6]([O:5][C:1]([CH3:2])([CH3:3])[CH3:4])=[O:7])=[CH:17][CH:16]=1. The catalyst class is: 3. (3) Reactant: Cl[C:2]1[CH:7]=[C:6]([O:8][CH2:9][C:10]#[C:11][CH3:12])[N:5]=[CH:4][N:3]=1.[CH2:13]([NH:15][CH2:16][C:17]1[CH:22]=[CH:21][CH:20]=[CH:19][CH:18]=1)[CH3:14]. Product: [CH2:9]([O:8][C:6]1[N:5]=[CH:4][N:3]=[C:2]([N:15]([CH2:13][CH3:14])[CH2:16][C:17]2[CH:22]=[CH:21][CH:20]=[CH:19][CH:18]=2)[CH:7]=1)[C:10]#[C:11][CH3:12]. The catalyst class is: 8. (4) Reactant: [CH2:1]([O:3][C:4](=[O:22])[CH2:5][C:6]1[CH:11]=[CH:10][C:9]([O:12][CH3:13])=[C:8]([C:14]2[C:19]([C:20]#[N:21])=[CH:18][CH:17]=[CH:16][N:15]=2)[CH:7]=1)C.N#N. Product: [CH3:1][O:3][C:4](=[O:22])[CH2:5][C:6]1[CH:11]=[CH:10][C:9]([O:12][CH3:13])=[C:8]([C:14]2[C:19]([CH2:20][NH2:21])=[CH:18][CH:17]=[CH:16][N:15]=2)[CH:7]=1. The catalyst class is: 750.